This data is from Full USPTO retrosynthesis dataset with 1.9M reactions from patents (1976-2016). The task is: Predict the reactants needed to synthesize the given product. The reactants are: Cl[C:2]1[C:3]([NH2:9])=[N:4][CH:5]=[N:6][C:7]=1Cl.[NH2:10][CH2:11][CH:12]1[CH2:17][CH2:16][N:15]([C:18]([O:20]C(C)(C)C)=O)[CH2:14][CH2:13]1.[CH:25]1([O:31][C:32]2[CH:37]=[CH:36][C:35](B(O)O)=[CH:34][CH:33]=2)[CH2:30][CH2:29][CH2:28][CH2:27][CH2:26]1.[C:41](Cl)(=O)[CH:42]=C. Given the product [NH2:9][C:3]1[N:4]=[CH:5][N:6]=[C:7]([NH:10][CH2:11][CH:12]2[CH2:13][CH2:14][N:15]([C:18](=[O:20])[CH:41]=[CH2:42])[CH2:16][CH2:17]2)[C:2]=1[C:35]1[CH:34]=[CH:33][C:32]([O:31][CH:25]2[CH2:26][CH2:27][CH2:28][CH2:29][CH2:30]2)=[CH:37][CH:36]=1, predict the reactants needed to synthesize it.